This data is from Catalyst prediction with 721,799 reactions and 888 catalyst types from USPTO. The task is: Predict which catalyst facilitates the given reaction. (1) Reactant: [CH:1]1([C:4]2[CH:34]=[CH:33][C:7]([O:8][C:9]3[C:10](=[O:32])[N:11]([C:14]4[CH:19]=[CH:18][C:17]([O:20][CH2:21][CH2:22][O:23]C5CCCCO5)=[C:16]([O:30][CH3:31])[CH:15]=4)[CH2:12][CH:13]=3)=[CH:6][CH:5]=2)[CH2:3][CH2:2]1.ClCCl.CS(O)(=O)=O. Product: [CH:1]1([C:4]2[CH:34]=[CH:33][C:7]([O:8][C:9]3[C:10](=[O:32])[N:11]([C:14]4[CH:19]=[CH:18][C:17]([O:20][CH2:21][CH2:22][OH:23])=[C:16]([O:30][CH3:31])[CH:15]=4)[CH2:12][CH:13]=3)=[CH:6][CH:5]=2)[CH2:2][CH2:3]1. The catalyst class is: 5. (2) Reactant: [C:1]([C:3]([CH3:30])([CH3:29])[C@@H:4]([NH:6][C:7]([C:9]1[C:17]2[C:12](=[N:13][CH:14]=[C:15]([CH:18]3[CH2:20][CH2:19]3)[N:16]=2)[N:11](COCC[Si](C)(C)C)[CH:10]=1)=[O:8])[CH3:5])#[N:2].C(O)(C(F)(F)F)=O.C(N)CN. Product: [C:1]([C:3]([CH3:29])([CH3:30])[C@@H:4]([NH:6][C:7]([C:9]1[C:17]2[C:12](=[N:13][CH:14]=[C:15]([CH:18]3[CH2:19][CH2:20]3)[N:16]=2)[NH:11][CH:10]=1)=[O:8])[CH3:5])#[N:2]. The catalyst class is: 2. (3) Product: [CH:1]([C:4]1[C:8]([CH2:9][CH2:10][CH2:11][OH:12])=[CH:7][N:6]([C:16]2[CH:17]=[CH:18][C:19]([C:22]([F:24])([F:25])[F:23])=[CH:20][CH:21]=2)[N:5]=1)([CH3:3])[CH3:2]. The catalyst class is: 7. Reactant: [CH:1]([C:4]1[C:8]([CH2:9][CH2:10][C:11](OCC)=[O:12])=[CH:7][N:6]([C:16]2[CH:21]=[CH:20][C:19]([C:22]([F:25])([F:24])[F:23])=[CH:18][CH:17]=2)[N:5]=1)([CH3:3])[CH3:2].[H-].[Al+3].[Li+].[H-].[H-].[H-].O.O.O.O.O.O.O.O.O.O.[O-]S([O-])(=O)=O.[Na+].[Na+]. (4) Reactant: [C:1]([C:3]1[C:4]([C:20]([F:23])([F:22])[F:21])=[C:5]2[C:9](=[CH:10][CH:11]=1)[N:8]([CH2:12][C:13](=[NH:16])[NH:14][OH:15])[C:7]([CH2:17][CH2:18][CH3:19])=[CH:6]2)#[N:2].ClC1C=CC(SC)=CC=1C(O)=O.[CH3:36][N:37]([C:39](ON1N=NC2C=CC=NC1=2)=[N+](C)C)[CH3:38].F[P-](F)(F)(F)(F)F.C(N(CC)CC)C. Product: [CH3:36][N:37]([CH3:39])[C:38]1[O:15][N:14]=[C:13]([CH2:12][N:8]2[C:9]3[C:5](=[C:4]([C:20]([F:22])([F:23])[F:21])[C:3]([C:1]#[N:2])=[CH:11][CH:10]=3)[CH:6]=[C:7]2[CH2:17][CH2:18][CH3:19])[N:16]=1. The catalyst class is: 3.